From a dataset of NCI-60 drug combinations with 297,098 pairs across 59 cell lines. Regression. Given two drug SMILES strings and cell line genomic features, predict the synergy score measuring deviation from expected non-interaction effect. Drug 1: CN1CCC(CC1)COC2=C(C=C3C(=C2)N=CN=C3NC4=C(C=C(C=C4)Br)F)OC. Drug 2: N.N.Cl[Pt+2]Cl. Cell line: SR. Synergy scores: CSS=8.80, Synergy_ZIP=-0.281, Synergy_Bliss=1.42, Synergy_Loewe=3.05, Synergy_HSA=1.42.